This data is from Full USPTO retrosynthesis dataset with 1.9M reactions from patents (1976-2016). The task is: Predict the reactants needed to synthesize the given product. (1) Given the product [Br:23][C:24]1[C:25]([C:36]2[S:37][C:38]([CH3:46])=[C:39]([C:41]([F:43])([F:42])[F:44])[N:40]=2)=[CH:26][C:27]([NH:30][C:31]([NH:33][CH2:34][CH3:35])=[O:32])=[N:28][CH:29]=1, predict the reactants needed to synthesize it. The reactants are: BrC1C(C2SC=C(C(F)(F)F)N=2)=CC(NC(NCC)=O)=NC=1.[Br:23][C:24]1[C:25]([C:36]2[S:37][CH:38]([CH3:46])[C:39](O)([C:41]([F:44])([F:43])[F:42])[N:40]=2)=[CH:26][C:27]([NH:30][C:31]([NH:33][CH2:34][CH3:35])=[O:32])=[N:28][CH:29]=1. (2) Given the product [CH3:8][O:7][CH2:6][CH2:5][CH2:4][C:3]1[N:9]=[C:11]([C:12]([O:14][CH3:15])=[O:13])[O:1][N:2]=1, predict the reactants needed to synthesize it. The reactants are: [OH:1]/[N:2]=[C:3](\[NH2:9])/[CH2:4][CH2:5][CH2:6][O:7][CH3:8].Cl[C:11](=O)[C:12]([O:14][CH3:15])=[O:13]. (3) The reactants are: [CH:1]1([CH2:6][CH:7]([C:11]2[CH:16]=[CH:15][C:14]([S:17][CH3:18])=[C:13]([C:19]([F:22])([F:21])[F:20])[CH:12]=2)[C:8]([OH:10])=[O:9])[CH2:5][CH2:4][CH2:3][CH2:2]1.S(=O)(=O)(O)O.[CH2:28](O)[CH3:29]. Given the product [CH2:28]([O:9][C:8](=[O:10])[CH:7]([C:11]1[CH:16]=[CH:15][C:14]([S:17][CH3:18])=[C:13]([C:19]([F:22])([F:20])[F:21])[CH:12]=1)[CH2:6][CH:1]1[CH2:5][CH2:4][CH2:3][CH2:2]1)[CH3:29], predict the reactants needed to synthesize it. (4) Given the product [CH3:29][C:27]1[CH:28]=[C:23]([N:16]2[CH2:15][CH2:14][C:13]3[C:18](=[CH:19][C:10]([C:9]([F:8])([F:20])[F:21])=[CH:11][CH:12]=3)[CH2:17]2)[CH:24]=[C:25]([CH3:38])[C:26]=1[NH:30][C:31](=[O:37])[CH2:32][C:33]([CH3:35])([CH3:34])[CH3:36], predict the reactants needed to synthesize it. The reactants are: CC(C)([O-])C.[K+].Cl.[F:8][C:9]([F:21])([F:20])[C:10]1[CH:19]=[C:18]2[C:13]([CH2:14][CH2:15][NH:16][CH2:17]2)=[CH:12][CH:11]=1.Br[C:23]1[CH:28]=[C:27]([CH3:29])[C:26]([NH:30][C:31](=[O:37])[CH2:32][C:33]([CH3:36])([CH3:35])[CH3:34])=[C:25]([CH3:38])[CH:24]=1. (5) Given the product [CH2:1]([C:4]1[C:19]([O:20][CH2:21][CH2:22][CH2:23][O:24][C:25]2[CH:30]=[C:29]([OH:31])[C:28]([C:32]3[CH:37]=[CH:36][C:35]([F:38])=[CH:34][CH:33]=3)=[CH:27][C:26]=2[CH2:39][CH3:40])=[CH:18][CH:17]=[CH:16][C:5]=1[S:6]([C:7]1[CH:15]=[CH:14][CH:13]=[CH:12][C:8]=1[C:9]([OH:11])=[O:10])=[O:46])[CH2:2][CH3:3], predict the reactants needed to synthesize it. The reactants are: [CH2:1]([C:4]1[C:19]([O:20][CH2:21][CH2:22][CH2:23][O:24][C:25]2[CH:30]=[C:29]([OH:31])[C:28]([C:32]3[CH:37]=[CH:36][C:35]([F:38])=[CH:34][CH:33]=3)=[CH:27][C:26]=2[CH2:39][CH3:40])=[CH:18][CH:17]=[CH:16][C:5]=1[S:6][C:7]1[CH:15]=[CH:14][CH:13]=[CH:12][C:8]=1[C:9]([OH:11])=[O:10])[CH2:2][CH3:3].ClC1C=C(C=CC=1)C(OO)=[O:46].